Dataset: Reaction yield outcomes from USPTO patents with 853,638 reactions. Task: Predict the reaction yield, written as a fraction of the theoretical maximum amount of product (1.0 means a 100% yield; for example, 0.34 means a 34% yield). The reactants are [NH4+].[N:2]#[C:3][S-:4].[CH3:5][O:6][C:7]1[CH:8]=[C:9]([CH:11]=[C:12]([O:16][CH3:17])[C:13]=1[O:14][CH3:15])[NH2:10]. The catalyst is Cl.O. The product is [CH3:17][O:16][C:12]1[CH:11]=[C:9]([NH:10][C:3]([NH2:2])=[S:4])[CH:8]=[C:7]([O:6][CH3:5])[C:13]=1[O:14][CH3:15]. The yield is 0.150.